Dataset: Forward reaction prediction with 1.9M reactions from USPTO patents (1976-2016). Task: Predict the product of the given reaction. (1) Given the reactants [Cl:1][C:2]1[CH:3]=[C:4]2[C:9](=[CH:10][C:11]=1[C:12]([OH:14])=O)[N:8]=[CH:7][N:6]=[C:5]2[NH:15][CH:16]([C:18]1[NH:22][C:21]2[CH:23]=[CH:24][C:25]([Cl:27])=[CH:26][C:20]=2[N:19]=1)[CH3:17].FC1C(OC(N(C)C)=[N+](C)C)=C(F)C(F)=C(F)C=1F.F[P-](F)(F)(F)(F)F.C(N(C(C)C)CC)(C)C.[OH:63][CH2:64][C@@H:65]1[CH2:69][CH2:68][CH2:67][NH:66]1, predict the reaction product. The product is: [Cl:1][C:2]1[CH:3]=[C:4]2[C:9](=[CH:10][C:11]=1[C:12]([N:66]1[CH2:67][CH2:68][CH2:69][C@H:65]1[CH2:64][OH:63])=[O:14])[N:8]=[CH:7][N:6]=[C:5]2[NH:15][CH:16]([C:18]1[NH:22][C:21]2[CH:23]=[CH:24][C:25]([Cl:27])=[CH:26][C:20]=2[N:19]=1)[CH3:17]. (2) Given the reactants [C:1]([O:5][C:6](=[O:26])[N:7]([CH2:9][C:10]1[C:11]2[C:16]([C:17]([CH2:24][OH:25])=[C:18]3[C:23]=1[CH:22]=[CH:21][CH:20]=[CH:19]3)=[CH:15][CH:14]=[CH:13][CH:12]=2)[CH3:8])([CH3:4])([CH3:3])[CH3:2].S(=O)(=O)=O.N1C=CC=CC=1, predict the reaction product. The product is: [C:1]([O:5][C:6](=[O:26])[N:7]([CH2:9][C:10]1[C:11]2[C:16]([C:17]([CH:24]=[O:25])=[C:18]3[C:23]=1[CH:22]=[CH:21][CH:20]=[CH:19]3)=[CH:15][CH:14]=[CH:13][CH:12]=2)[CH3:8])([CH3:4])([CH3:2])[CH3:3]. (3) Given the reactants [CH3:1][S:2][C:3]1[N:4]=[CH:5][C:6]2[C:15](=[O:16])[N:14]([C:17]3[CH:18]=[C:19]([C:23]4[O:27][C:26](=[O:28])[NH:25][N:24]=4)[CH:20]=[CH:21][CH:22]=3)[CH2:13][C@H:12]3[N:8]([CH2:9][CH2:10][CH2:11]3)[C:7]=2[N:29]=1, predict the reaction product. The product is: [CH3:1][S:2][C:3]1[N:4]=[CH:5][C:6]2[C:15](=[O:16])[N:14]([C:17]3[CH:18]=[C:19]([C:23]4[O:27][C:26](=[O:28])[N:25]([CH2:12][CH2:13][NH:14][C:15](=[O:16])[CH3:6])[N:24]=4)[CH:20]=[CH:21][CH:22]=3)[CH2:13][C@H:12]3[N:8]([CH2:9][CH2:10][CH2:11]3)[C:7]=2[N:29]=1. (4) Given the reactants FC(F)(F)S(O[C:7]1[CH:12]=[CH:11][C:10]([CH2:13][C:14]#[N:15])=[CH:9][C:8]=1[CH2:16][CH3:17])(=O)=O.[CH3:20][O:21][C:22]1[CH:27]=[CH:26][C:25](B(O)O)=[CH:24][CH:23]=1.C(=O)([O-])[O-].[Na+].[Na+], predict the reaction product. The product is: [CH2:16]([C:8]1[CH:9]=[C:10]([CH2:13][C:14]#[N:15])[CH:11]=[CH:12][C:7]=1[C:25]1[CH:26]=[CH:27][C:22]([O:21][CH3:20])=[CH:23][CH:24]=1)[CH3:17]. (5) The product is: [CH2:5]([CH:7]([CH2:11][CH2:12][CH2:13][CH3:14])[C:8]([C:20]1[S:19][C:18]2[CH2:21][S:22][CH2:23][C:17]=2[C:16]=1[F:15])=[O:9])[CH3:6]. Given the reactants [Al+3].[Cl-].[Cl-].[Cl-].[CH2:5]([CH:7]([CH2:11][CH2:12][CH2:13][CH3:14])[C:8](Cl)=[O:9])[CH3:6].[F:15][C:16]1[C:17]2[CH2:23][S:22][CH2:21][C:18]=2[S:19][CH:20]=1, predict the reaction product. (6) Given the reactants [CH2:1]([O:3][C:4](=[O:14])[CH2:5][C:6]1[CH:11]=[C:10]([OH:12])[CH:9]=[C:8]([F:13])[CH:7]=1)[CH3:2].C1C=CC(N([S:22]([C:25]([F:28])([F:27])[F:26])(=[O:24])=[O:23])[S:22]([C:25]([F:28])([F:27])[F:26])(=[O:24])=[O:23])=CC=1, predict the reaction product. The product is: [CH2:1]([O:3][C:4](=[O:14])[CH2:5][C:6]1[CH:11]=[C:10]([O:12][S:22]([C:25]([F:28])([F:27])[F:26])(=[O:24])=[O:23])[CH:9]=[C:8]([F:13])[CH:7]=1)[CH3:2]. (7) Given the reactants [CH2:1]([NH:8][CH2:9][C:10]1[CH:15]=[CH:14][CH:13]=[CH:12][CH:11]=1)[C:2]1[CH:7]=[CH:6][CH:5]=[CH:4][CH:3]=1.[CH2:16]([CH:18]1[O:20][CH2:19]1)Cl.[OH-].[Na+], predict the reaction product. The product is: [O:20]1[CH:18]([CH2:16][N:8]([CH2:1][C:2]2[CH:7]=[CH:6][CH:5]=[CH:4][CH:3]=2)[CH2:9][C:10]2[CH:15]=[CH:14][CH:13]=[CH:12][CH:11]=2)[CH2:19]1.